This data is from Catalyst prediction with 721,799 reactions and 888 catalyst types from USPTO. The task is: Predict which catalyst facilitates the given reaction. (1) Product: [O:7]1[C:11]2([CH2:15][CH2:14][CH2:13][CH:12]2[CH2:16][OH:17])[O:10][CH2:9][CH2:8]1. Reactant: [H-].[Al+3].[Li+].[H-].[H-].[H-].[O:7]1[C:11]2([CH2:15][CH2:14][CH2:13][CH:12]2[C:16](OC)=[O:17])[O:10][CH2:9][CH2:8]1.O.[OH-].[Na+]. The catalyst class is: 27. (2) Reactant: [F:1][C:2]1[CH:7]=[C:6]([N+:8]([O-:10])=[O:9])[CH:5]=[C:4]([F:11])[C:3]=1F.[CH3:13][C:14]1[N:15]=[CH:16][NH:17][CH:18]=1.C(N(CC)CC)C. Product: [F:11][C:4]1[CH:5]=[C:6]([N+:8]([O-:10])=[O:9])[CH:7]=[C:2]([F:1])[C:3]=1[N:17]1[CH:18]=[C:14]([CH3:13])[N:15]=[CH:16]1. The catalyst class is: 115. (3) Reactant: C(=O)([O-])[O-].[K+].[K+].Cl.Cl[CH2:9][C:10]1[CH:11]=[N:12][CH:13]=[CH:14][CH:15]=1.[Cl:16][C:17]1[N:25]=[C:24]2[C:20]([NH:21][CH:22]=[N:23]2)=[C:19]([NH2:26])[N:18]=1. Product: [Cl:16][C:17]1[N:25]=[C:24]2[C:20]([N:21]=[CH:22][N:23]2[CH2:9][C:10]2[CH:11]=[N:12][CH:13]=[CH:14][CH:15]=2)=[C:19]([NH2:26])[N:18]=1. The catalyst class is: 3. (4) Reactant: [O:1]=[S:2]1(=[O:30])[CH2:7][CH:6]=[C:5]([C:8]2[CH:13]=[CH:12][C:11]([N:14]3[CH2:18][C@H:17]([CH2:19][N:20]4[CH:24]=[C:23]([O:25]CC)[N:22]=[N:21]4)[O:16][C:15]3=[O:28])=[CH:10][C:9]=2[F:29])[CH2:4][CH2:3]1.B(Br)(Br)Br. Product: [O:30]=[S:2]1(=[O:1])[CH2:3][CH:4]=[C:5]([C:8]2[CH:13]=[CH:12][C:11]([N:14]3[CH2:18][C@H:17]([CH2:19][N:20]4[CH:24]=[C:23]([OH:25])[N:22]=[N:21]4)[O:16][C:15]3=[O:28])=[CH:10][C:9]=2[F:29])[CH2:6][CH2:7]1. The catalyst class is: 4.